From a dataset of Full USPTO retrosynthesis dataset with 1.9M reactions from patents (1976-2016). Predict the reactants needed to synthesize the given product. (1) Given the product [Br:10][C:11]1[CH:12]=[N:13][N:14]([C@@H:6]([CH3:7])[C@H:2]([OH:3])[CH3:1])[CH:15]=1, predict the reactants needed to synthesize it. The reactants are: [CH3:1][C@@H:2]1[C@@H:6]([CH3:7])OS(=O)(=O)[O:3]1.[Br:10][C:11]1[CH:12]=[N:13][NH:14][CH:15]=1.C([O-])([O-])=O.[Cs+].[Cs+]. (2) Given the product [O:24]1[CH2:23][CH2:22][O:21][CH:20]1[CH2:19][C:16]([C@H:15]1[C@H:11]([CH2:10][OH:9])[O:12][C:13]([CH3:26])([CH3:25])[O:14]1)=[N:17][OH:18], predict the reactants needed to synthesize it. The reactants are: C([O:9][CH2:10][C@H:11]1[C@H:15](/[C:16](/[CH2:19][CH:20]2[O:24][CH2:23][CH2:22][O:21]2)=[N:17]/[OH:18])[O:14][C:13]([CH3:26])([CH3:25])[O:12]1)(=O)C1C=CC=CC=1.[OH-].[Na+].CC(OC)(C)C. (3) Given the product [Cl:1][C:2]1[N:7]=[CH:6][C:5]([C:8]([OH:9])([C:10]2[N:11]([CH3:15])[CH:12]=[N:13][CH:14]=2)[C:16]2[CH:17]=[C:18]3[C:23](=[CH:24][CH:25]=2)[NH:22][C:21](=[O:26])[CH:20]=[C:19]3[C:28]2[CH:33]=[CH:32][CH:31]=[C:30]([O:34][CH2:35][CH3:36])[CH:29]=2)=[CH:4][CH:3]=1, predict the reactants needed to synthesize it. The reactants are: [Cl:1][C:2]1[N:7]=[CH:6][C:5]([C:8]([C:16]2[CH:17]=[C:18]3[C:23](=[CH:24][CH:25]=2)[N:22]=[C:21]([O:26]C)[CH:20]=[C:19]3[C:28]2[CH:33]=[CH:32][CH:31]=[C:30]([O:34][CH2:35][CH3:36])[CH:29]=2)([C:10]2[N:11]([CH3:15])[CH:12]=[N:13][CH:14]=2)[OH:9])=[CH:4][CH:3]=1.Cl.